Dataset: Peptide-MHC class I binding affinity with 185,985 pairs from IEDB/IMGT. Task: Regression. Given a peptide amino acid sequence and an MHC pseudo amino acid sequence, predict their binding affinity value. This is MHC class I binding data. (1) The peptide sequence is ISFEPIPI. The MHC is H-2-Kb with pseudo-sequence H-2-Kb. The binding affinity (normalized) is 0.609. (2) The peptide sequence is KEKGGLEGL. The MHC is HLA-A02:03 with pseudo-sequence HLA-A02:03. The binding affinity (normalized) is 0.190.